Predict the product of the given reaction. From a dataset of Forward reaction prediction with 1.9M reactions from USPTO patents (1976-2016). Given the reactants [CH:1]1([N:5]2[CH2:10][CH2:9][N:8]([C:11]3[C:12]4[CH2:20][CH2:19][NH:18][CH2:17][C:13]=4[N:14]=[CH:15][N:16]=3)[CH2:7][CH2:6]2)[CH2:4][CH2:3][CH2:2]1.Br[C:22]1[CH:27]=[CH:26][C:25]([C:28](=[O:30])[CH3:29])=[CH:24][CH:23]=1.C([O-])([O-])=O.[Cs+].[Cs+].C1C=CC(P(C2C(C3C(P(C4C=CC=CC=4)C4C=CC=CC=4)=CC=C4C=3C=CC=C4)=C3C(C=CC=C3)=CC=2)C2C=CC=CC=2)=CC=1, predict the reaction product. The product is: [CH:1]1([N:5]2[CH2:6][CH2:7][N:8]([C:11]3[C:12]4[CH2:20][CH2:19][N:18]([C:22]5[CH:27]=[CH:26][C:25]([C:28](=[O:30])[CH3:29])=[CH:24][CH:23]=5)[CH2:17][C:13]=4[N:14]=[CH:15][N:16]=3)[CH2:9][CH2:10]2)[CH2:4][CH2:3][CH2:2]1.